Dataset: Forward reaction prediction with 1.9M reactions from USPTO patents (1976-2016). Task: Predict the product of the given reaction. Given the reactants [C:1]([O:5][C:6]([N:8]([C:16]1[CH:17]=[N:18][CH:19]=[CH:20][C:21]=1[N:22]1[CH2:27][C@H:26]([CH3:28])[C@@H:25]([O:29][Si](C(C)(C)C)(C)C)[C@H:24]([NH:37][C:38]([O:40][C:41]([CH3:44])([CH3:43])[CH3:42])=[O:39])[CH2:23]1)[C:9](=[O:15])[O:10][C:11]([CH3:14])([CH3:13])[CH3:12])=[O:7])([CH3:4])([CH3:3])[CH3:2].CCCC[N+](CCCC)(CCCC)CCCC.[F-], predict the reaction product. The product is: [C:1]([O:5][C:6]([N:8]([C:16]1[CH:17]=[N:18][CH:19]=[CH:20][C:21]=1[N:22]1[CH2:27][C@H:26]([CH3:28])[C@@H:25]([OH:29])[C@H:24]([NH:37][C:38]([O:40][C:41]([CH3:42])([CH3:44])[CH3:43])=[O:39])[CH2:23]1)[C:9](=[O:15])[O:10][C:11]([CH3:14])([CH3:13])[CH3:12])=[O:7])([CH3:2])([CH3:3])[CH3:4].